This data is from Forward reaction prediction with 1.9M reactions from USPTO patents (1976-2016). The task is: Predict the product of the given reaction. (1) The product is: [C:17]([N:1]1[CH2:6][CH2:5][CH:4]([CH2:7][OH:8])[CH2:3][CH2:2]1)(=[O:24])[C:18]1[CH:23]=[CH:22][CH:21]=[CH:20][CH:19]=1. Given the reactants [NH:1]1[CH2:6][CH2:5][CH:4]([CH2:7][OH:8])[CH2:3][CH2:2]1.C(N(CC)CC)C.[Cl-].[C:17](Cl)(=[O:24])[C:18]1[CH:23]=[CH:22][CH:21]=[CH:20][CH:19]=1, predict the reaction product. (2) Given the reactants Br[C:2]1[CH:3]=[C:4]([CH:14]=[CH:15][CH:16]=1)[CH2:5][CH2:6][NH:7][C:8](=[O:13])[C:9]([F:12])([F:11])[F:10].[C:17]([C:19]([OH:26])([CH2:23][CH2:24][CH3:25])[CH2:20][CH2:21][CH3:22])#[CH:18], predict the reaction product. The product is: [F:10][C:9]([F:12])([F:11])[C:8]([NH:7][CH2:6][CH2:5][C:4]1[CH:14]=[CH:15][CH:16]=[C:2]([C:18]#[C:17][C:19]([OH:26])([CH2:23][CH2:24][CH3:25])[CH2:20][CH2:21][CH3:22])[CH:3]=1)=[O:13].